From a dataset of Full USPTO retrosynthesis dataset with 1.9M reactions from patents (1976-2016). Predict the reactants needed to synthesize the given product. (1) Given the product [Cl:19][C:12]1[CH:13]=[C:14]([CH3:18])[CH:15]=[C:16]([CH3:17])[C:11]=1[N:7]1[CH2:8][CH2:9][CH2:10][C:5]2[C:3](=[O:2])[N:23]([CH3:22])[NH:24][C:6]1=2, predict the reactants needed to synthesize it. The reactants are: C[O:2][C:3]([C:5]1[CH2:10][CH2:9][CH2:8][N:7]([C:11]2[C:16]([CH3:17])=[CH:15][C:14]([CH3:18])=[CH:13][C:12]=2[Cl:19])[C:6]=1SC)=O.[CH3:22][NH:23][NH2:24].O.C1(C)C=CC(S(O)(=O)=O)=CC=1. (2) Given the product [Cl:1][C:2]1[CH:3]=[CH:4][C:5]([S:21]([CH2:24][CH3:25])(=[O:23])=[O:22])=[C:6]([CH:20]=1)[NH:7][N:8]1[C:17](=[O:18])[C:16]2[C:11](=[CH:12][CH:13]=[C:14]([C:27]([CH3:31])=[CH2:26])[CH:15]=2)[N:10]=[CH:9]1, predict the reactants needed to synthesize it. The reactants are: [Cl:1][C:2]1[CH:3]=[CH:4][C:5]([S:21]([CH2:24][CH3:25])(=[O:23])=[O:22])=[C:6]([CH:20]=1)[NH:7][N:8]1[C:17](=[O:18])[C:16]2[C:11](=[CH:12][CH:13]=[C:14](I)[CH:15]=2)[N:10]=[CH:9]1.[CH3:26][C:27]1(C)[C:31](C)(C)OB(C(C)=C)O1.C(=O)([O-])[O-].[K+].[K+].C1COCC1. (3) Given the product [F:17][C:2]1([F:1])[CH2:3][CH:4]([C:5]([O:7][CH2:8][CH3:9])=[O:6])[C:12](=[O:14])[CH2:11][CH2:10]1, predict the reactants needed to synthesize it. The reactants are: [F:1][C:2]([F:17])([CH2:10][CH2:11][C:12]([O:14]CC)=O)[CH2:3][CH2:4][C:5]([O:7][CH2:8][CH3:9])=[O:6].CC([O-])(C)C.[K+]. (4) Given the product [CH3:1][O:2][C:3](=[O:20])[NH:4][C:5]1[CH:10]=[CH:9][C:8]2[N:11]([CH2:12][CH:13]3[CH2:14][CH2:15][CH2:16][CH2:17][CH2:18]3)[C:21]([C:22]([CH3:27])([CH3:26])[CH3:23])=[N:19][C:7]=2[CH:6]=1, predict the reactants needed to synthesize it. The reactants are: [CH3:1][O:2][C:3](=[O:20])[NH:4][C:5]1[CH:10]=[CH:9][C:8]([NH:11][CH2:12][CH:13]2[CH2:18][CH2:17][CH2:16][CH2:15][CH2:14]2)=[C:7]([NH2:19])[CH:6]=1.[CH3:21][C:22]([CH3:27])([CH3:26])[C:23](Cl)=O.